From a dataset of Forward reaction prediction with 1.9M reactions from USPTO patents (1976-2016). Predict the product of the given reaction. (1) Given the reactants [Cl:1][C:2]1[CH:10]=[CH:9][CH:8]=[C:7]2[C:3]=1[C:4]([C:17]([NH:19][CH2:20][CH:21]1[CH2:26][CH2:25][C:24]([F:28])([F:27])[CH2:23][CH2:22]1)=[O:18])=[CH:5][N:6]2[CH2:11][CH:12]1[CH2:16][CH2:15][CH2:14][NH:13]1.[CH3:29][C:30]([CH3:32])=O.[BH3-]C#N.[Na+].C([O-])(O)=O.[Na+], predict the reaction product. The product is: [Cl:1][C:2]1[CH:10]=[CH:9][CH:8]=[C:7]2[C:3]=1[C:4]([C:17]([NH:19][CH2:20][CH:21]1[CH2:26][CH2:25][C:24]([F:28])([F:27])[CH2:23][CH2:22]1)=[O:18])=[CH:5][N:6]2[CH2:11][CH:12]1[CH2:16][CH2:15][CH2:14][N:13]1[CH:30]([CH3:32])[CH3:29]. (2) Given the reactants [CH:1]1([CH:4]=O)[CH2:3][CH2:2]1.[NH2:6][C@H:7]([C:17]1[CH:22]=[CH:21][C:20]([Cl:23])=[CH:19][CH:18]=1)[C@@H:8]([C:10]1[CH:15]=[CH:14][CH:13]=[C:12]([Cl:16])[CH:11]=1)[OH:9].[BH4-].[Na+].Cl, predict the reaction product. The product is: [Cl:16][C:12]1[CH:11]=[C:10]([C@@H:8]([OH:9])[C@@H:7]([C:17]2[CH:18]=[CH:19][C:20]([Cl:23])=[CH:21][CH:22]=2)[NH:6][CH2:4][CH:1]2[CH2:2][CH2:3]2)[CH:15]=[CH:14][CH:13]=1. (3) Given the reactants [F:1][C:2]1[CH:3]=[C:4]([CH:7]=[C:8]([C@H:10]2[CH2:14][C@H:13]([F:15])[CH2:12][NH:11]2)[CH:9]=1)[C:5]#[N:6].I[C:17]1[CH:22]=[CH:21][N:20]2[N:23]=[CH:24][C:25]([C:26]([N:28]([CH2:38][C:39]3[CH:44]=[CH:43][C:42]([O:45][CH3:46])=[CH:41][CH:40]=3)[CH2:29][C:30]3[CH:35]=[CH:34][C:33]([O:36][CH3:37])=[CH:32][CH:31]=3)=[O:27])=[C:19]2[CH:18]=1.C([O-])([O-])=O.[Cs+].[Cs+].CC1(C)C2C(=C(P(C3C=CC=CC=3)C3C=CC=CC=3)C=CC=2)OC2C(P(C3C=CC=CC=3)C3C=CC=CC=3)=CC=CC1=2, predict the reaction product. The product is: [C:5]([C:4]1[CH:7]=[C:8]([C@H:10]2[CH2:14][C@H:13]([F:15])[CH2:12][N:11]2[C:17]2[CH:22]=[CH:21][N:20]3[N:23]=[CH:24][C:25]([C:26]([N:28]([CH2:38][C:39]4[CH:44]=[CH:43][C:42]([O:45][CH3:46])=[CH:41][CH:40]=4)[CH2:29][C:30]4[CH:31]=[CH:32][C:33]([O:36][CH3:37])=[CH:34][CH:35]=4)=[O:27])=[C:19]3[CH:18]=2)[CH:9]=[C:2]([F:1])[CH:3]=1)#[N:6].